This data is from Catalyst prediction with 721,799 reactions and 888 catalyst types from USPTO. The task is: Predict which catalyst facilitates the given reaction. (1) Reactant: [Cl:1][C:2]1[CH:11]=[CH:10][C:5]([CH:6]=[CH:7][CH2:8]Cl)=[CH:4][CH:3]=1.[C:12]([N:15]1[C:28]2[C:23](=[CH:24][C:25]([Cl:29])=[CH:26][CH:27]=2)[C:17]2([CH2:22][CH2:21][NH:20][CH2:19][CH2:18]2)[CH2:16]1)(=[O:14])[CH3:13].C(N(C(C)C)CC)(C)C.C(OCC)(=O)C.CCCCCC.C(N(CC)CC)C. The catalyst class is: 22. Product: [C:12]([N:15]1[C:28]2[C:23](=[CH:24][C:25]([Cl:29])=[CH:26][CH:27]=2)[C:17]2([CH2:22][CH2:21][N:20]([CH2:8]/[CH:7]=[CH:6]/[C:5]3[CH:10]=[CH:11][C:2]([Cl:1])=[CH:3][CH:4]=3)[CH2:19][CH2:18]2)[CH2:16]1)(=[O:14])[CH3:13]. (2) Reactant: [C-]#N.[Na+].[N:4]12[CH2:11][CH2:10][N:7]([CH2:8][CH2:9]1)CC2.ClC1[CH:18]=[C:17]([C:19]2[CH:24]=[CH:23][C:22]([F:25])=[CH:21][CH:20]=2)[N:16]=C(C)N=1. Product: [F:25][C:22]1[CH:23]=[CH:24][C:19]([C:17]2[N:16]=[C:9]([CH3:8])[N:4]=[C:11]([C:10]#[N:7])[CH:18]=2)=[CH:20][CH:21]=1. The catalyst class is: 374. (3) Reactant: [Br].[Br:2][CH:3]([C:12]1[CH:17]=[CH:16][N:15]=[C:14]([S:18][CH3:19])[N:13]=1)[C:4]([C:6]1[CH:11]=[CH:10][CH:9]=[CH:8][CH:7]=1)=[O:5].CSC1N=C(CC(C2C=CC=CC=2)=O)C=CN=1.BrBr. Product: [Br:2][CH:3]([C:12]1[CH:17]=[CH:16][N:15]=[C:14]([S:18][CH3:19])[N:13]=1)[C:4]([C:6]1[CH:7]=[CH:8][CH:9]=[CH:10][CH:11]=1)=[O:5]. The catalyst class is: 15. (4) Reactant: [C:1]([C:3]1[CH:12]=[CH:11][C:10]2[C:5](=[CH:6][CH:7]=[C:8]([C:13]([NH:15][C:16]3[C:21]([CH3:22])=[CH:20][C:19]([C:23]([F:35])([C:28]([F:34])([F:33])[C:29]([F:32])([F:31])[F:30])[C:24]([F:27])([F:26])[F:25])=[CH:18][C:17]=3[CH2:36][CH3:37])=[O:14])[CH:9]=2)[N:4]=1)#[N:2].NC(N)=[O:40].OO.FC(F)(F)C(OC(=O)C(F)(F)F)=O. Product: [C:1]([C:3]1[CH:12]=[CH:11][C:10]2[C:5](=[CH:6][CH:7]=[C:8]([C:13]([NH:15][C:16]3[C:21]([CH3:22])=[CH:20][C:19]([C:23]([F:35])([C:28]([F:34])([F:33])[C:29]([F:30])([F:31])[F:32])[C:24]([F:25])([F:26])[F:27])=[CH:18][C:17]=3[CH2:36][CH3:37])=[O:14])[CH:9]=2)[N+:4]=1[O-:40])#[N:2]. The catalyst class is: 4. (5) Product: [O:1]=[C:2]1[CH:7]([CH2:8][C:9]2[N:10]=[CH:11][N:12]3[C:21]4[C:16](=[CH:17][C:18]([CH2:22][CH2:23][CH3:24])=[CH:19][CH:20]=4)[CH2:15][CH2:14][C:13]=23)[CH2:6][CH2:5][CH2:4][N:3]1[C:25]([O:27][C:28]([CH3:29])([CH3:31])[CH3:30])=[O:26]. The catalyst class is: 541. Reactant: [O:1]=[C:2]1[N:3]([C:25]([O:27][C:28]([CH3:31])([CH3:30])[CH3:29])=[O:26])[CH2:4][CH2:5][CH2:6]/[C:7]/1=[CH:8]\[C:9]1[N:10]=[CH:11][N:12]2[C:21]3[C:16](=[CH:17][C:18](/[CH:22]=[CH:23]/[CH3:24])=[CH:19][CH:20]=3)[CH2:15][CH2:14][C:13]=12.